Dataset: Full USPTO retrosynthesis dataset with 1.9M reactions from patents (1976-2016). Task: Predict the reactants needed to synthesize the given product. (1) Given the product [C:1]1([C:28]2[CH:29]=[CH:30][CH:31]=[CH:32][CH:33]=2)[CH:6]=[CH:5][C:4]([C:7]2[N:12]=[C:11]3[CH:13]=[C:14]([C:24]([OH:26])=[O:25])[N:15]([CH2:16][OH:17])[C:10]3=[CH:9][C:8]=2[Cl:27])=[CH:3][CH:2]=1, predict the reactants needed to synthesize it. The reactants are: [C:1]1([C:28]2[CH:33]=[CH:32][CH:31]=[CH:30][CH:29]=2)[CH:6]=[CH:5][C:4]([C:7]2[N:12]=[C:11]3[CH:13]=[C:14]([C:24]([OH:26])=[O:25])[N:15]([CH2:16][O:17]CC[Si](C)(C)C)[C:10]3=[CH:9][C:8]=2[Cl:27])=[CH:3][CH:2]=1.Cl. (2) Given the product [C:4]([CH:5]([C:6]1[CH:11]=[CH:10][CH:9]=[CH:8][CH:7]=1)[NH:17][C:16]1[C:18]([CH3:23])=[CH:19][C:20]([CH3:22])=[CH:21][C:15]=1[CH3:14])#[CH:3], predict the reactants needed to synthesize it. The reactants are: C(=O)([O-])O[CH2:3][CH:4]=[CH:5][C:6]1[CH:11]=[CH:10][CH:9]=[CH:8][CH:7]=1.[CH3:14][C:15]1[CH:21]=[C:20]([CH3:22])[CH:19]=[C:18]([CH3:23])[C:16]=1[NH2:17]. (3) Given the product [CH3:39][C:40]1[CH:45]=[C:44]([CH3:46])[CH:43]=[CH:42][C:41]=1[S:47]([N:3]1[CH2:4][CH2:5][C@@H:6]2[C@@H:1]([N:8]([C:9]3[CH:18]=[N:17][C:16]4[C:11](=[CH:12][CH:13]=[CH:14][CH:15]=4)[N:10]=3)[CH2:7]2)[CH2:2]1)(=[O:48])=[O:49], predict the reactants needed to synthesize it. The reactants are: [C@@H:1]12[N:8]([C:9]3[CH:18]=[N:17][C:16]4[C:11](=[CH:12][CH:13]=[CH:14][CH:15]=4)[N:10]=3)[CH2:7][C@@H:6]1[CH2:5][CH2:4][NH:3][CH2:2]2.C1(C2C=CN=C(N3C4C(CCNC4)C3)N=2)C=CC=CC=1.[CH3:39][C:40]1[CH:45]=[C:44]([CH3:46])[CH:43]=[CH:42][C:41]=1[S:47](Cl)(=[O:49])=[O:48].CC1C=CC(C)=CC=1S(Cl)(=O)=O. (4) Given the product [Cl:1][C:2]1[N:7]=[N:6][C:5]([O:8][CH2:9][C:10]([N:26]([CH:23]2[CH2:24][CH2:25][N:20]([C:18]([CH:15]3[CH2:17][CH2:16]3)=[O:19])[CH2:21][CH2:22]2)[CH3:27])=[O:12])=[CH:4][CH:3]=1, predict the reactants needed to synthesize it. The reactants are: [Cl:1][C:2]1[N:7]=[N:6][C:5]([O:8][CH2:9][C:10]([O:12]CC)=O)=[CH:4][CH:3]=1.[CH:15]1([C:18]([N:20]2[CH2:25][CH2:24][CH:23]([NH:26][CH3:27])[CH2:22][CH2:21]2)=[O:19])[CH2:17][CH2:16]1.